This data is from Reaction yield outcomes from USPTO patents with 853,638 reactions. The task is: Predict the reaction yield, written as a fraction of the theoretical maximum amount of product (1.0 means a 100% yield; for example, 0.34 means a 34% yield). (1) The reactants are [CH3:1][CH:2]1[CH2:7][CH2:6][NH:5][CH2:4][CH:3]1[NH:8][C:9](=[O:15])[O:10][C:11]([CH3:14])([CH3:13])[CH3:12].Cl[C:17]1[CH:22]=[CH:21][N:20]=[CH:19][C:18]=1[N+:23]([O-:25])=[O:24].CCN(C(C)C)C(C)C. The catalyst is CC(O)C. The product is [CH3:1][CH:2]1[CH2:7][CH2:6][N:5]([C:17]2[CH:22]=[CH:21][N:20]=[CH:19][C:18]=2[N+:23]([O-:25])=[O:24])[CH2:4][CH:3]1[NH:8][C:9](=[O:15])[O:10][C:11]([CH3:14])([CH3:13])[CH3:12]. The yield is 0.450. (2) The reactants are [Br:1][C:2]1[CH:3]=[CH:4][C:5]([Cl:19])=[C:6]([CH:8]([C:10]2[CH:15]=[CH:14][C:13]([O:16][CH2:17][CH3:18])=[CH:12][CH:11]=2)[OH:9])[CH:7]=1.O1CCCC1.[H-].[Na+].[H][H].[CH2:29](Br)[C:30]1[CH:35]=[CH:34][CH:33]=[CH:32][CH:31]=1.Cl. The catalyst is C(OCC)(=O)C. The product is [CH2:29]([O:9][CH:8]([C:10]1[CH:15]=[CH:14][C:13]([O:16][CH2:17][CH3:18])=[CH:12][CH:11]=1)[C:6]1[CH:7]=[C:2]([Br:1])[CH:3]=[CH:4][C:5]=1[Cl:19])[C:30]1[CH:35]=[CH:34][CH:33]=[CH:32][CH:31]=1. The yield is 0.780. (3) The reactants are [Cl:1][C:2]1[CH:7]=[CH:6][C:5]([C:8]2[CH:13]=[CH:12][CH:11]=[CH:10][C:9]=2[C@H:14]([OH:30])[CH:15]2[CH2:20][CH2:19][N:18]([C:21]3[CH:29]=[CH:28][C:24]([C:25](O)=[O:26])=[CH:23][CH:22]=3)[CH2:17][CH2:16]2)=[CH:4][CH:3]=1.[Si:31]([O:38][CH2:39][CH2:40][N:41]([CH3:71])[CH2:42][CH2:43][C@@H:44]([NH:53][C:54]1[CH:59]=[CH:58][C:57]([S:60]([NH2:63])(=[O:62])=[O:61])=[CH:56][C:55]=1[S:64]([C:67]([F:70])([F:69])[F:68])(=[O:66])=[O:65])[CH2:45][S:46][C:47]1[CH:52]=[CH:51][CH:50]=[CH:49][CH:48]=1)([C:34]([CH3:37])([CH3:36])[CH3:35])([CH3:33])[CH3:32].ClCCl.C(Cl)CCl. The catalyst is CN(C1C=CN=CC=1)C.C(=O)(O)[O-].[Na+].C(OCC)(=O)C.CO. The product is [Si:31]([O:38][CH2:39][CH2:40][N:41]([CH3:71])[CH2:42][CH2:43][C@@H:44]([NH:53][C:54]1[CH:59]=[CH:58][C:57]([S:60]([NH:63][C:25](=[O:26])[C:24]2[CH:28]=[CH:29][C:21]([N:18]3[CH2:19][CH2:20][CH:15]([C@H:14]([C:9]4[CH:10]=[CH:11][CH:12]=[CH:13][C:8]=4[C:5]4[CH:4]=[CH:3][C:2]([Cl:1])=[CH:7][CH:6]=4)[OH:30])[CH2:16][CH2:17]3)=[CH:22][CH:23]=2)(=[O:61])=[O:62])=[CH:56][C:55]=1[S:64]([C:67]([F:70])([F:68])[F:69])(=[O:66])=[O:65])[CH2:45][S:46][C:47]1[CH:48]=[CH:49][CH:50]=[CH:51][CH:52]=1)([C:34]([CH3:36])([CH3:37])[CH3:35])([CH3:33])[CH3:32]. The yield is 0.790. (4) The reactants are [Br:1][C:2]1[CH:3]=[CH:4][C:5]2[N:9]=[C:8](C(Cl)(Cl)Cl)[N:7]([C:14]3[CH:19]=[CH:18][N:17]=[C:16]([NH2:20])[N:15]=3)[C:6]=2[CH:21]=1.C(=O)([O-])[O-].[Cs+].[Cs+].[CH3:28][O:29][CH2:30][CH2:31][NH2:32]. No catalyst specified. The product is [NH2:20][C:16]1[N:15]=[C:14]([N:7]2[C:6]3[CH:21]=[C:2]([Br:1])[CH:3]=[CH:4][C:5]=3[N:9]=[C:8]2[NH:32][CH2:31][CH2:30][O:29][CH3:28])[CH:19]=[CH:18][N:17]=1. The yield is 0.390. (5) The reactants are [CH3:1][O:2][C:3](=[O:35])[NH:4][CH:5]([C:9](=[O:34])[NH:10][C:11]1([C:14]2[NH:15][C:16]([C:19]3[CH:24]=[CH:23][C:22](B4OC(C)(C)C(C)(C)O4)=[CH:21][CH:20]=3)=[CH:17][N:18]=2)[CH2:13][CH2:12]1)[CH:6]([CH3:8])[CH3:7].[CH3:36][O:37][C:38](=[O:63])[NH:39][CH:40]([C:44]([N:46]1[CH2:50][CH2:49][CH2:48][CH:47]1[C:51]1[NH:52][C:53]([C:56]2[CH:61]=[CH:60][C:59](Br)=[CH:58][CH:57]=2)=[CH:54][N:55]=1)=[O:45])[CH:41]([CH3:43])[CH3:42].C([O-])([O-])=O.[K+].[K+]. The catalyst is C1C=CC([P]([Pd]([P](C2C=CC=CC=2)(C2C=CC=CC=2)C2C=CC=CC=2)([P](C2C=CC=CC=2)(C2C=CC=CC=2)C2C=CC=CC=2)[P](C2C=CC=CC=2)(C2C=CC=CC=2)C2C=CC=CC=2)(C2C=CC=CC=2)C2C=CC=CC=2)=CC=1.COCCOC.O. The product is [CH3:36][O:37][C:38](=[O:63])[NH:39][CH:40]([C:44]([N:46]1[CH2:50][CH2:49][CH2:48][CH:47]1[C:51]1[NH:52][C:53]([C:56]2[CH:61]=[CH:60][C:59]([C:22]3[CH:23]=[CH:24][C:19]([C:16]4[NH:15][C:14]([C:11]5([NH:10][C:9](=[O:34])[CH:5]([NH:4][C:3]([O:2][CH3:1])=[O:35])[CH:6]([CH3:8])[CH3:7])[CH2:12][CH2:13]5)=[N:18][CH:17]=4)=[CH:20][CH:21]=3)=[CH:58][CH:57]=2)=[CH:54][N:55]=1)=[O:45])[CH:41]([CH3:43])[CH3:42]. The yield is 0.0200. (6) The reactants are [CH3:1][C:2]1[N:7]=[CH:6][C:5]([NH2:8])=[C:4]([NH:9][C:10]2[CH:15]=[N:14][CH:13]=[CH:12][N:11]=2)[CH:3]=1.C(O)(=O)C.[N:20](OC(C)(C)C)=O. The catalyst is C1COCC1. The product is [CH3:1][C:2]1[N:7]=[CH:6][C:5]2[N:8]=[N:20][N:9]([C:10]3[CH:15]=[N:14][CH:13]=[CH:12][N:11]=3)[C:4]=2[CH:3]=1. The yield is 0.250. (7) The reactants are [C:1]([O:5][C:6]([NH:8][C@:9]1([C:14]([OH:16])=O)[CH2:11][C@H:10]1[CH:12]=[CH2:13])=[O:7])([CH3:4])([CH3:3])[CH3:2].C1N=CN(C(N2C=NC=C2)=O)C=1.[CH:29]1([S:32]([NH2:35])(=[O:34])=[O:33])[CH2:31][CH2:30]1.C1CCN2C(=NCCC2)CC1. The catalyst is C1COCC1. The product is [C:1]([O:5][C:6]([NH:8][C@:9]1([C:14]([NH:35][S:32]([CH:29]2[CH2:31][CH2:30]2)(=[O:34])=[O:33])=[O:16])[CH2:11][C@H:10]1[CH:12]=[CH2:13])=[O:7])([CH3:2])([CH3:3])[CH3:4]. The yield is 0.920. (8) The reactants are [F:1][CH:2]([F:12])[C:3]1[C:7]([C:8](Cl)=[O:9])=[CH:6][N:5]([CH3:11])[N:4]=1.[CH3:13][O:14][N:15]=[CH:16][C:17]1[CH:22]=[C:21]([Cl:23])[C:20]([O:24][CH2:25][C@@H:26]2[CH2:30][CH2:29][CH2:28][NH:27]2)=[C:19]([Cl:31])[CH:18]=1.C(N(CC)CC)C. The catalyst is ClCCl. The product is [CH3:13][O:14][N:15]=[CH:16][C:17]1[CH:22]=[C:21]([Cl:23])[C:20]([O:24][CH2:25][C@@H:26]2[CH2:30][CH2:29][CH2:28][N:27]2[C:8]([C:7]2[C:3]([CH:2]([F:12])[F:1])=[N:4][N:5]([CH3:11])[CH:6]=2)=[O:9])=[C:19]([Cl:31])[CH:18]=1. The yield is 0.570. (9) The yield is 0.600. The catalyst is [I-].C([N+](CCCC)(CCCC)CCCC)CCC.CS(C)=O.OS(O)(=O)=O. The reactants are [CH2:1]([O:3][C:4](=[O:25])[C:5]([CH3:24])([CH3:23])[CH2:6][CH2:7][CH2:8][CH2:9][CH:10]([N+]#[C-])S(C1C=CC(C)=CC=1)(=O)=O)[CH3:2].[H-].[Na+].[CH3:28][OH:29].[OH2:30]. The product is [OH:29][CH2:28][C:5]([CH3:23])([CH3:4])[CH2:6][CH2:7][CH2:8][C:10](=[O:30])[CH2:9][CH2:8][CH2:7][CH2:6][C:5]([CH3:23])([CH3:24])[C:4]([O:3][CH2:1][CH3:2])=[O:25].